From a dataset of Full USPTO retrosynthesis dataset with 1.9M reactions from patents (1976-2016). Predict the reactants needed to synthesize the given product. (1) Given the product [OH:7][C:3]1[C:2]([CH3:1])([C:8]2[CH:13]=[CH:12][C:11]([CH3:14])=[CH:10][CH:9]=2)[C:5](=[O:6])[C:4]=1[CH:15]([C:25]1[NH:26][C:27]2[C:32]([C:24]=1[CH3:23])=[CH:31][CH:30]=[CH:29][CH:28]=2)[C:16]1[CH:21]=[CH:20][CH:19]=[CH:18][CH:17]=1, predict the reactants needed to synthesize it. The reactants are: [CH3:1][C:2]1([C:8]2[CH:13]=[CH:12][C:11]([CH3:14])=[CH:10][CH:9]=2)[C:5](=[O:6])[CH2:4][C:3]1=[O:7].[CH:15](=O)[C:16]1[CH:21]=[CH:20][CH:19]=[CH:18][CH:17]=1.[CH3:23][C:24]1[C:32]2[C:27](=[CH:28][CH:29]=[CH:30][CH:31]=2)[NH:26][CH:25]=1. (2) Given the product [CH3:1][O:2][C:3]1[CH:4]=[C:5]([NH:11][C:12]2[N:13]=[CH:14][C:15]3[CH2:21][C:20](=[O:22])[NH:19][C:18]4[CH:23]=[CH:24][C:25]([C:31]#[C:30][CH2:29][N:32]5[CH2:36][CH2:35][CH2:34][CH2:33]5)=[CH:26][C:17]=4[C:16]=3[N:28]=2)[CH:6]=[CH:7][C:8]=1[O:9][CH3:10], predict the reactants needed to synthesize it. The reactants are: [CH3:1][O:2][C:3]1[CH:4]=[C:5]([NH:11][C:12]2[N:13]=[CH:14][C:15]3[CH2:21][C:20](=[O:22])[NH:19][C:18]4[CH:23]=[CH:24][C:25](I)=[CH:26][C:17]=4[C:16]=3[N:28]=2)[CH:6]=[CH:7][C:8]=1[O:9][CH3:10].[CH2:29]([N:32]1[CH2:36][CH2:35][CH2:34][CH2:33]1)[C:30]#[CH:31]. (3) Given the product [F:12][C:13]1[CH:19]=[CH:18][CH:17]=[CH:16][C:14]=1[NH:15][S:2]([CH:8]([CH3:9])[CH3:7])(=[O:4])=[O:3], predict the reactants needed to synthesize it. The reactants are: C[S:2](Cl)(=[O:4])=[O:3].N1C=C[CH:9]=[CH:8][CH:7]=1.[F:12][C:13]1[CH:19]=[CH:18][CH:17]=[CH:16][C:14]=1[NH2:15].C(OCC)C. (4) The reactants are: C([O:5][C:6](=[O:17])[CH2:7][O:8][C:9]1[CH:14]=[CH:13][C:12]([Cl:15])=[CH:11][C:10]=1Br)(C)(C)C.[C:18]1([C:24]#[CH:25])[CH:23]=[CH:22][CH:21]=[CH:20][CH:19]=1.C(N(CC)CC)C. Given the product [Cl:15][C:12]1[CH:13]=[CH:14][C:9]([O:8][CH2:7][C:6]([OH:5])=[O:17])=[C:10]([C:25]#[C:24][C:18]2[CH:23]=[CH:22][CH:21]=[CH:20][CH:19]=2)[CH:11]=1, predict the reactants needed to synthesize it.